Dataset: Forward reaction prediction with 1.9M reactions from USPTO patents (1976-2016). Task: Predict the product of the given reaction. Given the reactants [Cl:1][C:2]1[C:7]([Cl:8])=[C:6]([C:9]2[CH:14]=[CH:13][CH:12]=[CH:11][CH:10]=2)[N:5]=[C:4]([C:15]([OH:17])=O)[CH:3]=1.S(Cl)([Cl:20])=O.CN(C)C=O.CN(C1C=CC=CN=1)C, predict the reaction product. The product is: [Cl:1][C:2]1[C:7]([Cl:8])=[C:6]([C:9]2[CH:14]=[CH:13][CH:12]=[CH:11][CH:10]=2)[N:5]=[C:4]([C:15]([Cl:20])=[O:17])[CH:3]=1.